Dataset: Catalyst prediction with 721,799 reactions and 888 catalyst types from USPTO. Task: Predict which catalyst facilitates the given reaction. (1) Reactant: [F:1][C:2]1[CH:3]=[C:4]([CH:7]=[CH:8][C:9]=1[F:10])[CH2:5][OH:6].[H-].[Na+].[F:13][C:14]1[CH:21]=[CH:20][CH:19]=[C:18](F)[C:15]=1[C:16]#[N:17]. Product: [F:13][C:14]1[CH:21]=[CH:20][CH:19]=[C:18]([O:6][CH2:5][C:4]2[CH:7]=[CH:8][C:9]([F:10])=[C:2]([F:1])[CH:3]=2)[C:15]=1[C:16]#[N:17]. The catalyst class is: 9. (2) Reactant: [CH:1]1([CH2:4][O:5][C:6]2[CH:18]=[C:17]([CH3:19])[C:9]([C:10]([O:12]CC3CC3)=[O:11])=[C:8]([CH3:20])[CH:7]=2)[CH2:3][CH2:2]1.[OH-].[Na+].[OH-].[Li+].C(OCCO)C.Cl. Product: [CH:1]1([CH2:4][O:5][C:6]2[CH:18]=[C:17]([CH3:19])[C:9]([C:10]([OH:12])=[O:11])=[C:8]([CH3:20])[CH:7]=2)[CH2:3][CH2:2]1. The catalyst class is: 92. (3) Reactant: Br[C:2]1[CH:3]=[C:4]2[C:9]([NH:10][C@H:11]3[C@@H:15]([CH3:16])[CH2:14][N:13]([C:17]([O:19][CH2:20][C:21]4[CH:26]=[CH:25][CH:24]=[CH:23][CH:22]=4)=[O:18])[CH2:12]3)=[C:8]([C:27](=[O:29])[NH2:28])[CH:7]=[N:6][N:5]2[CH:30]=1.[CH3:31][O:32][C:33]1[N:38]=[CH:37][C:36](B(O)O)=[CH:35][CH:34]=1.C1(P(C2CCCCC2)C2C=CC=CC=2C2C(C(C)C)=CC(C(C)C)=CC=2C(C)C)CCCCC1.P([O-])([O-])([O-])=O.[K+].[K+].[K+]. Product: [C:27]([C:8]1[CH:7]=[N:6][N:5]2[CH:30]=[C:2]([C:36]3[CH:37]=[N:38][C:33]([O:32][CH3:31])=[CH:34][CH:35]=3)[CH:3]=[C:4]2[C:9]=1[NH:10][C@H:11]1[C@@H:15]([CH3:16])[CH2:14][N:13]([C:17]([O:19][CH2:20][C:21]2[CH:22]=[CH:23][CH:24]=[CH:25][CH:26]=2)=[O:18])[CH2:12]1)(=[O:29])[NH2:28]. The catalyst class is: 160.